From a dataset of Catalyst prediction with 721,799 reactions and 888 catalyst types from USPTO. Predict which catalyst facilitates the given reaction. (1) Reactant: [Cl:1][C:2]1[C:7]([F:8])=[CH:6][CH:5]=[C:4]([Cl:9])[C:3]=1[CH:10]([O:12][C:13]1[C:14]([NH2:30])=[N:15][CH:16]=[C:17]([C:19]2[CH:20]=[N:21][N:22]([CH:24]3[CH2:29][CH2:28]NCC3)[CH:23]=2)[CH:18]=1)[CH3:11].Cl.CCN(CC)CC.ClC(C[O:43][C:44](=[O:46])[CH3:45])=O. Product: [NH2:30][C:14]1[N:15]=[CH:16][C:17]([C:19]2[CH:20]=[N:21][N:22]([CH2:24][CH:29]3[CH2:28][CH:45]3[C:44]([OH:46])=[O:43])[CH:23]=2)=[CH:18][C:13]=1[O:12][CH:10]([C:3]1[C:4]([Cl:9])=[CH:5][CH:6]=[C:7]([F:8])[C:2]=1[Cl:1])[CH3:11]. The catalyst class is: 34. (2) Reactant: [NH2:1][C@@H:2]([C:5]1[CH:10]=[CH:9][C:8]([Cl:11])=[CH:7][CH:6]=1)[CH2:3][OH:4].C([O-])([O-])=O.[K+].[K+].[Br:18][C:19]1[CH:20]=[C:21]([CH:26]=[CH:27][C:28]=1[CH2:29]Br)[C:22]([O:24][CH3:25])=[O:23]. Product: [Br:18][C:19]1[CH:20]=[C:21]([CH:26]=[CH:27][C:28]=1[CH2:29][NH:1][C@@H:2]([C:5]1[CH:10]=[CH:9][C:8]([Cl:11])=[CH:7][CH:6]=1)[CH2:3][OH:4])[C:22]([O:24][CH3:25])=[O:23]. The catalyst class is: 23. (3) Reactant: C[O:2][C:3](=O)[C:4]1[CH:9]=[CH:8][N:7]=[C:6]([CH3:10])[CH:5]=1.O.[NH2:13][NH2:14]. Product: [CH3:10][C:6]1[CH:5]=[C:4]([CH:9]=[CH:8][N:7]=1)[C:3]([NH:13][NH2:14])=[O:2]. The catalyst class is: 5. (4) Reactant: Br[C:2]1[CH:3]=[C:4]2[C:8](=[CH:9][CH:10]=1)[C:7](=[O:11])[N:6]([CH:12]1[CH2:17][CH2:16][N:15]([C:18]([O:20][C:21]([CH3:24])([CH3:23])[CH3:22])=[O:19])[CH2:14][CH2:13]1)[CH2:5]2.[C:25]([C:27]1[CH:32]=[CH:31][C:30](B(O)O)=[CH:29][CH:28]=1)#[N:26].C(=O)([O-])[O-].[K+].[K+].O. Product: [C:25]([C:27]1[CH:32]=[CH:31][C:30]([C:2]2[CH:3]=[C:4]3[C:8](=[CH:9][CH:10]=2)[C:7](=[O:11])[N:6]([CH:12]2[CH2:13][CH2:14][N:15]([C:18]([O:20][C:21]([CH3:23])([CH3:22])[CH3:24])=[O:19])[CH2:16][CH2:17]2)[CH2:5]3)=[CH:29][CH:28]=1)#[N:26]. The catalyst class is: 12. (5) Reactant: C[O:2][C:3]([C:5]1[CH:6]=[CH:7][C:8]2[CH:12]=[C:11]([C:13]([O:15][CH2:16][CH3:17])=[O:14])[S:10][C:9]=2[CH:18]=1)=[O:4].[Li+].[I-]. The catalyst class is: 17. Product: [CH3:17][CH2:16][O:15][C:13]([C:11]1[S:10][C:9]2[CH:18]=[C:5]([C:3]([OH:4])=[O:2])[CH:6]=[CH:7][C:8]=2[CH:12]=1)=[O:14]. (6) Reactant: [Cl:1][C:2]1[CH:7]=[CH:6][C:5]([C:8]2[S:38][C:11]3[C:12](=[O:37])[N:13]([CH2:16][C:17]4[N:22]=[C:21]([O:23][CH2:24][C@H:25]5[CH2:29][CH2:28][CH2:27][N:26]5C(OC(C)(C)C)=O)[CH:20]=[CH:19][CH:18]=4)[N:14]=[CH:15][C:10]=3[CH:9]=2)=[CH:4][CH:3]=1. Product: [Cl:1][C:2]1[CH:3]=[CH:4][C:5]([C:8]2[S:38][C:11]3[C:12](=[O:37])[N:13]([CH2:16][C:17]4[CH:18]=[CH:19][CH:20]=[C:21]([O:23][CH2:24][C@H:25]5[CH2:29][CH2:28][CH2:27][NH:26]5)[N:22]=4)[N:14]=[CH:15][C:10]=3[CH:9]=2)=[CH:6][CH:7]=1. The catalyst class is: 89. (7) Reactant: [F:1][C:2]1[CH:3]=[CH:4][C:5]([NH2:18])=[C:6]([CH:17]=1)[C:7]([NH:9][C:10]1[CH:15]=[CH:14][C:13]([Cl:16])=[CH:12][N:11]=1)=[O:8].N1C=CC=CC=1.[C:25]([O:28][C:29]1[CH:37]=[C:36]([F:38])[CH:35]=[CH:34][C:30]=1[C:31](Cl)=[O:32])(=[O:27])[CH3:26]. Product: [Cl:16][C:13]1[CH:14]=[CH:15][C:10]([NH:9][C:7](=[O:8])[C:6]2[CH:17]=[C:2]([F:1])[CH:3]=[CH:4][C:5]=2[NH:18][C:31](=[O:32])[C:30]2[CH:34]=[CH:35][C:36]([F:38])=[CH:37][C:29]=2[O:28][C:25](=[O:27])[CH3:26])=[N:11][CH:12]=1. The catalyst class is: 2.